This data is from Forward reaction prediction with 1.9M reactions from USPTO patents (1976-2016). The task is: Predict the product of the given reaction. (1) The product is: [Cl:18][C:13]1[CH:14]=[CH:15][CH:16]=[CH:17][C:12]=1[CH2:11][NH:10][CH2:9][CH2:8][NH2:7]. Given the reactants C(OC(=O)[NH:7][CH2:8][CH2:9][NH:10][CH2:11][C:12]1[CH:17]=[CH:16][CH:15]=[CH:14][C:13]=1[Cl:18])(C)(C)C.C1(OC)C=CC=CC=1.FC(F)(F)C(O)=O, predict the reaction product. (2) Given the reactants [OH:1][CH2:2][C:3]1[N:4]=[N:5][N:6]([CH2:8][CH2:9][C@@H:10]2[CH2:15][N:14]([C:16]([O:18][CH2:19][C:20]3[CH:25]=[CH:24][CH:23]=[CH:22][CH:21]=3)=[O:17])[CH2:13][CH2:12][N:11]2[C:26]([O:28][C:29]([CH3:32])([CH3:31])[CH3:30])=[O:27])[CH:7]=1.[C:33](OC(=O)C)(=[O:35])[CH3:34], predict the reaction product. The product is: [C:33]([O:1][CH2:2][C:3]1[N:4]=[N:5][N:6]([CH2:8][CH2:9][C@@H:10]2[CH2:15][N:14]([C:16]([O:18][CH2:19][C:20]3[CH:25]=[CH:24][CH:23]=[CH:22][CH:21]=3)=[O:17])[CH2:13][CH2:12][N:11]2[C:26]([O:28][C:29]([CH3:32])([CH3:31])[CH3:30])=[O:27])[CH:7]=1)(=[O:35])[CH3:34]. (3) Given the reactants [OH-].[K+].[CH3:3][C:4]1([CH3:32])[CH2:9][CH2:8][CH2:7][N:6]([C:10]2[C:30]([F:31])=[CH:29][C:13]3[C:14]4[C:15](=[O:28])[C:16]([C:23]([O:25]CC)=[O:24])=[CH:17][N:18]([CH3:22])[C:19]=4[CH:20]=[N:21][C:12]=3[CH:11]=2)[CH2:5]1.Cl, predict the reaction product. The product is: [CH3:3][C:4]1([CH3:32])[CH2:9][CH2:8][CH2:7][N:6]([C:10]2[C:30]([F:31])=[CH:29][C:13]3[C:14]4[C:15](=[O:28])[C:16]([C:23]([OH:25])=[O:24])=[CH:17][N:18]([CH3:22])[C:19]=4[CH:20]=[N:21][C:12]=3[CH:11]=2)[CH2:5]1.